Dataset: Reaction yield outcomes from USPTO patents with 853,638 reactions. Task: Predict the reaction yield, written as a fraction of the theoretical maximum amount of product (1.0 means a 100% yield; for example, 0.34 means a 34% yield). (1) The reactants are [CH3:1][C:2]([CH3:21])([CH3:20])[C:3]([NH:5][C:6]1[NH:7][C:8](=O)[C:9]2[C:17]3[C:12](=[CH:13][CH:14]=[CH:15][CH:16]=3)[NH:11][C:10]=2[N:18]=1)=[O:4].P(Cl)(Cl)([Cl:24])=O. No catalyst specified. The product is [Cl:24][C:8]1[C:9]2[C:17]3[C:12](=[CH:13][CH:14]=[CH:15][CH:16]=3)[NH:11][C:10]=2[N:18]=[C:6]([NH:5][C:3](=[O:4])[C:2]([CH3:21])([CH3:20])[CH3:1])[N:7]=1. The yield is 0.590. (2) The reactants are [CH3:1][C:2]1[O:8][C:5]([CH2:6][NH2:7])=[CH:4][CH:3]=1.F[C:10]1[CH:18]=[N:17][CH:16]=[CH:15][C:11]=1[C:12]([OH:14])=[O:13]. No catalyst specified. The product is [CH3:1][C:2]1[O:8][C:5]([CH2:6][NH:7][C:15]2[CH:16]=[N:17][CH:18]=[CH:10][C:11]=2[C:12]([OH:14])=[O:13])=[CH:4][CH:3]=1. The yield is 0.340. (3) The reactants are [NH2:1][CH2:2][CH2:3][CH2:4][OH:5].Cl[S:7]([OH:10])(=[O:9])=[O:8]. The catalyst is C(Cl)(Cl)(Cl)Cl.CO. The product is [S:7]([OH:10])([O:5][CH2:4][CH2:3][CH2:2][NH2:1])(=[O:9])=[O:8]. The yield is 0.800. (4) The reactants are F[C:2]1[CH:7]=[C:6]([C:8]2[C:9]([C:15]3[O:16][CH:17]=[CH:18][CH:19]=3)=[N:10][C:11]([NH2:14])=[N:12][CH:13]=2)[CH:5]=[CH:4][N:3]=1.[C-]#[N:21].[Na+].[C:23]([O:26]CC)(=O)[CH3:24]. The catalyst is CS(C)=O. The product is [NH2:14][C:11]1[N:10]=[C:9]([C:15]2[O:16][CH:17]=[CH:18][CH:19]=2)[C:8]([C:6]2[CH:5]=[CH:4][N:3]=[C:2]([CH2:24][C:23]([NH2:21])=[O:26])[CH:7]=2)=[CH:13][N:12]=1. The yield is 0.0300. (5) The reactants are [NH:1]1[CH:5]([C:6]([OH:8])=[O:7])[CH2:4][CH:3]2[CH2:9][CH2:10][CH2:11][CH:2]12.[CH3:12][Si](C=[N+]=[N-])(C)C. The catalyst is C1C=CC=CC=1.CO. The product is [CH3:12][O:7][C:6]([CH:5]1[NH:1][CH:2]2[CH2:11][CH2:10][CH2:9][CH:3]2[CH2:4]1)=[O:8]. The yield is 0.869. (6) The reactants are F[C:2]1[C:7]([C:8]2[N:13]=[C:12]([CH3:14])[N:11]=[C:10]([N:15]([CH2:25][C:26]3[CH:31]=[CH:30][C:29]([O:32][CH3:33])=[CH:28][CH:27]=3)[CH2:16][C:17]3[CH:22]=[CH:21][C:20]([O:23][CH3:24])=[CH:19][CH:18]=3)[N:9]=2)=[CH:6][C:5]([CH:34]2[CH2:39][CH2:38][O:37][CH2:36][CH2:35]2)=[CH:4][N:3]=1.[F:40][C:41]1[CH:42]=[C:43]([NH2:49])[CH:44]=[N:45][C:46]=1[O:47][CH3:48].C[Si]([N-][Si](C)(C)C)(C)C.[Na+]. The catalyst is C1COCC1. The product is [F:40][C:41]1[CH:42]=[C:43]([NH:49][C:2]2[C:7]([C:8]3[N:13]=[C:12]([CH3:14])[N:11]=[C:10]([N:15]([CH2:25][C:26]4[CH:27]=[CH:28][C:29]([O:32][CH3:33])=[CH:30][CH:31]=4)[CH2:16][C:17]4[CH:18]=[CH:19][C:20]([O:23][CH3:24])=[CH:21][CH:22]=4)[N:9]=3)=[CH:6][C:5]([CH:34]3[CH2:35][CH2:36][O:37][CH2:38][CH2:39]3)=[CH:4][N:3]=2)[CH:44]=[N:45][C:46]=1[O:47][CH3:48]. The yield is 0.850.